Predict the product of the given reaction. From a dataset of Forward reaction prediction with 1.9M reactions from USPTO patents (1976-2016). (1) Given the reactants [CH3:1][N:2]1[C:6]2=[CH:7][CH:8]=[C:9]3[C:14]([N:13]=[C:12]([C:15]4[CH:16]=[C:17]([CH:20]=[CH:21][CH:22]=4)[CH:18]=[O:19])[N:11]=[C:10]3[N:23]3[CH2:28][CH2:27][O:26][CH2:25][CH2:24]3)=[C:5]2[CH:4]=[CH:3]1.[CH3:29][Mg]Br, predict the reaction product. The product is: [CH3:1][N:2]1[C:6]2=[CH:7][CH:8]=[C:9]3[C:14]([N:13]=[C:12]([C:15]4[CH:16]=[C:17]([CH:18]([OH:19])[CH3:29])[CH:20]=[CH:21][CH:22]=4)[N:11]=[C:10]3[N:23]3[CH2:28][CH2:27][O:26][CH2:25][CH2:24]3)=[C:5]2[CH:4]=[CH:3]1. (2) Given the reactants CN(C)C=O.[OH:6][CH:7]([C:13]1[C:18]([CH3:19])=[CH:17][C:16]([OH:20])=[C:15]([CH3:21])[CH:14]=1)[CH:8]([O:11][CH3:12])[O:9][CH3:10].C(=O)([O-])[O-].[K+].[K+].Cl[CH2:29][C:30]([O:32][CH2:33][CH3:34])=[O:31], predict the reaction product. The product is: [OH:6][CH:7]([C:13]1[C:18]([CH3:19])=[CH:17][C:16]([O:20][CH2:29][C:30]([O:32][CH2:33][CH3:34])=[O:31])=[C:15]([CH3:21])[CH:14]=1)[CH:8]([O:9][CH3:10])[O:11][CH3:12]. (3) Given the reactants Cl.[C:2]([N:5]1[C@@H:11]([CH3:12])[C@H:10]([NH2:13])[C:9](=[O:14])[N:8]([CH2:15][C:16]2[C:25]3[C:20](=[CH:21][CH:22]=[CH:23][CH:24]=3)[CH:19]=[CH:18][C:17]=2[CH3:26])[C:7]2[CH:27]=[CH:28][C:29]([C:31]#[N:32])=[CH:30][C:6]1=2)(=[O:4])[CH3:3].[C:33]([N:40]([CH3:46])[C@H:41]([C:43](O)=[O:44])[CH3:42])([O:35][C:36]([CH3:39])([CH3:38])[CH3:37])=[O:34].C(N(CC)C(C)C)(C)C.CN(C(ON1N=NC2C=CC=CC1=2)=[N+](C)C)C.F[P-](F)(F)(F)(F)F, predict the reaction product. The product is: [C:2]([N:5]1[C@@H:11]([CH3:12])[C@H:10]([NH:13][C:43](=[O:44])[C@@H:41]([N:40]([CH3:46])[C:33](=[O:34])[O:35][C:36]([CH3:37])([CH3:39])[CH3:38])[CH3:42])[C:9](=[O:14])[N:8]([CH2:15][C:16]2[C:25]3[C:20](=[CH:21][CH:22]=[CH:23][CH:24]=3)[CH:19]=[CH:18][C:17]=2[CH3:26])[C:7]2[CH:27]=[CH:28][C:29]([C:31]#[N:32])=[CH:30][C:6]1=2)(=[O:4])[CH3:3]. (4) Given the reactants Cl[C:2]1[CH:7]=[C:6]([C:8]2[C:17]3[C:12](=[CH:13][C:14]([O:23][CH3:24])=[C:15]4[O:20][C:19]([CH3:22])([CH3:21])[CH2:18][C:16]4=3)[CH2:11][C:10]([CH3:26])([CH3:25])[N:9]=2)[CH:5]=[CH:4][N:3]=1.[N+:27]1([O-])[CH:32]=[CH:31][C:30]([C:33]([NH2:35])=[O:34])=[CH:29][CH:28]=1.Br.C(O)(=[O:40])C.[OH-].[Na+], predict the reaction product. The product is: [O:40]=[C:2]1[CH:7]=[C:6]([C:8]2[C:17]3[C:12](=[CH:13][C:14]([O:23][CH3:24])=[C:15]4[O:20][C:19]([CH3:22])([CH3:21])[CH2:18][C:16]4=3)[CH2:11][C:10]([CH3:26])([CH3:25])[N:9]=2)[CH:5]=[CH:4][N:3]1[C:28]1[CH:29]=[C:30]([C:33]([NH2:35])=[O:34])[CH:31]=[CH:32][N:27]=1. (5) Given the reactants ClC1C=CC=CC=1C1N(C[C@H]2CCCNC2)C2N=C(NCC3C=CC(F)=C(F)C=3)N=CC=2C=1.[Cl:34][C:35]1[CH:40]=[CH:39][CH:38]=[CH:37][C:36]=1[C:41]1[N:59]([CH2:60][CH:61]2[O:66][CH2:65][CH2:64][N:63](C(OC(C)(C)C)=O)[CH2:62]2)[C:44]2[N:45]=[C:46]([NH:49][CH2:50][C:51]3[CH:56]=[CH:55][C:54]([F:57])=[C:53]([F:58])[CH:52]=3)[N:47]=[CH:48][C:43]=2[CH:42]=1, predict the reaction product. The product is: [Cl:34][C:35]1[CH:40]=[CH:39][CH:38]=[CH:37][C:36]=1[C:41]1[N:59]([CH2:60][CH:61]2[O:66][CH2:65][CH2:64][NH:63][CH2:62]2)[C:44]2[N:45]=[C:46]([NH:49][CH2:50][C:51]3[CH:56]=[CH:55][C:54]([F:57])=[C:53]([F:58])[CH:52]=3)[N:47]=[CH:48][C:43]=2[CH:42]=1. (6) Given the reactants [NH:1]([C:3]1[CH:8]=[C:7]([C:9]2[CH:14]=[CH:13][CH:12]=[CH:11][CH:10]=2)[N:6]=[C:5]([CH3:15])[N:4]=1)[NH2:2].[Cl:16][C:17]1[CH:22]=[CH:21][C:20]([C:23](=O)[CH3:24])=[CH:19][CH:18]=1, predict the reaction product. The product is: [Cl:16][C:17]1[CH:22]=[CH:21][C:20]([C:23](=[N:2][NH:1][C:3]2[CH:8]=[C:7]([C:9]3[CH:14]=[CH:13][CH:12]=[CH:11][CH:10]=3)[N:6]=[C:5]([CH3:15])[N:4]=2)[CH3:24])=[CH:19][CH:18]=1. (7) Given the reactants [C:1]([C:5]1[CH:11]=[CH:10][C:9]([N+:12]([O-:14])=[O:13])=[CH:8][C:6]=1N)([CH3:4])([CH3:3])[CH3:2].N([O-])=[O:16].[Na+].NC(N)=O.OS(O)(=O)=O.O, predict the reaction product. The product is: [C:1]([C:5]1[CH:11]=[CH:10][C:9]([N+:12]([O-:14])=[O:13])=[CH:8][C:6]=1[OH:16])([CH3:4])([CH3:3])[CH3:2]. (8) Given the reactants [Cl:1][C:2]1[N:7]=[C:6](Cl)[CH:5]=[C:4]([CH2:9][CH2:10][CH3:11])[N:3]=1.[C:12]([NH:15][C@H:16]1[CH2:20][CH2:19][NH:18][CH2:17]1)(=[O:14])[CH3:13].C(N(C(C)C)CC)(C)C, predict the reaction product. The product is: [Cl:1][C:2]1[N:7]=[C:6]([N:18]2[CH2:19][CH2:20][C@H:16]([NH:15][C:12](=[O:14])[CH3:13])[CH2:17]2)[CH:5]=[C:4]([CH2:9][CH2:10][CH3:11])[N:3]=1. (9) Given the reactants C(=O)([O-])[O-].[K+].[K+].[Cl:7][C:8]1[C:12]([CH3:13])=[CH:11][S:10][C:9]=1[C:14]1[N:15]([CH2:20][CH:21]([CH3:23])[CH3:22])[C:16](=[O:19])[NH:17][N:18]=1.Cl[CH2:25][C:26]([O:28][CH2:29][CH3:30])=[O:27], predict the reaction product. The product is: [Cl:7][C:8]1[C:12]([CH3:13])=[CH:11][S:10][C:9]=1[C:14]1[N:15]([CH2:20][CH:21]([CH3:23])[CH3:22])[C:16](=[O:19])[N:17]([CH2:25][C:26]([O:28][CH2:29][CH3:30])=[O:27])[N:18]=1. (10) Given the reactants [CH:1]1[C:6]([OH:7])=[CH:5][CH:4]=[C:3]([CH3:8])[CH:2]=1.FC(F)(F)S(O)(=O)=O.[CH2:17]=[CH:18][C:19]1[CH:24]=[CH:23][CH:22]=[CH:21][CH:20]=1, predict the reaction product. The product is: [CH:17]([C:5]1[C:6]([OH:7])=[C:1]([CH:17]=[CH:18][C:19]2[CH:24]=[CH:23][CH:22]=[CH:21][CH:20]=2)[CH:2]=[C:3]([CH3:8])[CH:4]=1)=[CH:18][C:19]1[CH:24]=[CH:23][CH:22]=[CH:21][CH:20]=1.